This data is from NCI-60 drug combinations with 297,098 pairs across 59 cell lines. The task is: Regression. Given two drug SMILES strings and cell line genomic features, predict the synergy score measuring deviation from expected non-interaction effect. (1) Drug 1: COC1=CC(=CC(=C1O)OC)C2C3C(COC3=O)C(C4=CC5=C(C=C24)OCO5)OC6C(C(C7C(O6)COC(O7)C8=CC=CS8)O)O. Drug 2: C1=C(C(=O)NC(=O)N1)N(CCCl)CCCl. Cell line: SF-268. Synergy scores: CSS=44.4, Synergy_ZIP=2.85, Synergy_Bliss=3.32, Synergy_Loewe=2.22, Synergy_HSA=6.92. (2) Drug 1: CCC1(CC2CC(C3=C(CCN(C2)C1)C4=CC=CC=C4N3)(C5=C(C=C6C(=C5)C78CCN9C7C(C=CC9)(C(C(C8N6C=O)(C(=O)OC)O)OC(=O)C)CC)OC)C(=O)OC)O.OS(=O)(=O)O. Drug 2: CC(C)CN1C=NC2=C1C3=CC=CC=C3N=C2N. Cell line: SK-MEL-28. Synergy scores: CSS=-5.33, Synergy_ZIP=-2.60, Synergy_Bliss=-5.13, Synergy_Loewe=-11.1, Synergy_HSA=-8.58. (3) Drug 1: C1=C(C(=O)NC(=O)N1)F. Drug 2: CCN(CC)CCNC(=O)C1=C(NC(=C1C)C=C2C3=C(C=CC(=C3)F)NC2=O)C. Cell line: SF-268. Synergy scores: CSS=21.7, Synergy_ZIP=7.93, Synergy_Bliss=8.34, Synergy_Loewe=3.28, Synergy_HSA=3.49. (4) Drug 1: CS(=O)(=O)CCNCC1=CC=C(O1)C2=CC3=C(C=C2)N=CN=C3NC4=CC(=C(C=C4)OCC5=CC(=CC=C5)F)Cl. Drug 2: C(=O)(N)NO. Cell line: UACC62. Synergy scores: CSS=3.12, Synergy_ZIP=1.59, Synergy_Bliss=4.93, Synergy_Loewe=0.440, Synergy_HSA=1.06. (5) Drug 1: CC12CCC3C(C1CCC2O)C(CC4=C3C=CC(=C4)O)CCCCCCCCCS(=O)CCCC(C(F)(F)F)(F)F. Drug 2: C1CN(P(=O)(OC1)NCCCl)CCCl. Cell line: PC-3. Synergy scores: CSS=-7.00, Synergy_ZIP=6.31, Synergy_Bliss=7.76, Synergy_Loewe=0.374, Synergy_HSA=-0.591. (6) Drug 1: CC1=C(C=C(C=C1)C(=O)NC2=CC(=CC(=C2)C(F)(F)F)N3C=C(N=C3)C)NC4=NC=CC(=N4)C5=CN=CC=C5. Drug 2: C1CN(P(=O)(OC1)NCCCl)CCCl. Cell line: UO-31. Synergy scores: CSS=-3.04, Synergy_ZIP=2.23, Synergy_Bliss=1.96, Synergy_Loewe=-0.586, Synergy_HSA=-2.14. (7) Drug 1: CCC1(C2=C(COC1=O)C(=O)N3CC4=CC5=C(C=CC(=C5CN(C)C)O)N=C4C3=C2)O.Cl. Drug 2: C(CCl)NC(=O)N(CCCl)N=O. Cell line: HOP-62. Synergy scores: CSS=47.7, Synergy_ZIP=-3.09, Synergy_Bliss=-2.83, Synergy_Loewe=-19.5, Synergy_HSA=-1.34. (8) Drug 1: C1=CC(=CC=C1CCC2=CNC3=C2C(=O)NC(=N3)N)C(=O)NC(CCC(=O)O)C(=O)O. Drug 2: C1=C(C(=O)NC(=O)N1)F. Cell line: NCI-H322M. Synergy scores: CSS=36.7, Synergy_ZIP=3.35, Synergy_Bliss=3.23, Synergy_Loewe=6.15, Synergy_HSA=6.88. (9) Drug 1: CN1C(=O)N2C=NC(=C2N=N1)C(=O)N. Drug 2: CC1=C(N=C(N=C1N)C(CC(=O)N)NCC(C(=O)N)N)C(=O)NC(C(C2=CN=CN2)OC3C(C(C(C(O3)CO)O)O)OC4C(C(C(C(O4)CO)O)OC(=O)N)O)C(=O)NC(C)C(C(C)C(=O)NC(C(C)O)C(=O)NCCC5=NC(=CS5)C6=NC(=CS6)C(=O)NCCC[S+](C)C)O. Cell line: IGROV1. Synergy scores: CSS=19.8, Synergy_ZIP=2.60, Synergy_Bliss=4.39, Synergy_Loewe=-11.7, Synergy_HSA=3.18.